This data is from Full USPTO retrosynthesis dataset with 1.9M reactions from patents (1976-2016). The task is: Predict the reactants needed to synthesize the given product. (1) Given the product [OH:3][CH:1]([CH:4]1[CH2:7][N:6]([C:8]([O:10][C:11]([CH3:12])([CH3:14])[CH3:13])=[O:9])[CH2:5]1)[CH3:2], predict the reactants needed to synthesize it. The reactants are: [C:1]([CH:4]1[CH2:7][N:6]([C:8]([O:10][C:11]([CH3:14])([CH3:13])[CH3:12])=[O:9])[CH2:5]1)(=[O:3])[CH3:2].[BH4-].[Na+]. (2) Given the product [CH3:8][O:9][C:10]1[CH:11]=[CH:12][C:13]([C:16]2[CH:17]=[CH:18][C:19]([S:22]([NH:25][CH:26]([CH2:31][CH:32]([OH:34])[CH2:33][S:1][C:2]3[N:6]([CH3:7])[N:5]=[N:4][N:3]=3)[C:27]([OH:29])=[O:28])(=[O:23])=[O:24])=[CH:20][CH:21]=2)=[CH:14][CH:15]=1, predict the reactants needed to synthesize it. The reactants are: [SH:1][C:2]1[N:6]([CH3:7])[N:5]=[N:4][N:3]=1.[CH3:8][O:9][C:10]1[CH:15]=[CH:14][C:13]([C:16]2[CH:21]=[CH:20][C:19]([S:22]([NH:25][CH:26]([CH2:31][CH:32]3[O:34][CH2:33]3)[C:27]([O:29]C)=[O:28])(=[O:24])=[O:23])=[CH:18][CH:17]=2)=[CH:12][CH:11]=1. (3) Given the product [F:13][C:14]([F:27])([F:28])[C:15]1[CH:22]=[C:21]([C:23]([F:26])([F:24])[F:25])[CH:20]=[CH:19][C:16]=1[CH2:17][N:4]1[C:5]2[C:10](=[CH:9][C:8]([CH:11]=[O:12])=[CH:7][CH:6]=2)[C:2]([I:1])=[N:3]1, predict the reactants needed to synthesize it. The reactants are: [I:1][C:2]1[C:10]2[C:5](=[CH:6][CH:7]=[C:8]([CH:11]=[O:12])[CH:9]=2)[NH:4][N:3]=1.[F:13][C:14]([F:28])([F:27])[C:15]1[CH:22]=[C:21]([C:23]([F:26])([F:25])[F:24])[CH:20]=[CH:19][C:16]=1[CH2:17]Br. (4) Given the product [NH2:15][C:5]1[C:6]([NH:8][CH2:9][CH2:10][NH:11][C:12](=[O:14])[CH3:13])=[N:7][C:2]([NH:32][CH2:31][C:30]2[CH:33]=[CH:34][C:35]([Cl:36])=[C:28]([Cl:27])[CH:29]=2)=[N:3][CH:4]=1, predict the reactants needed to synthesize it. The reactants are: Cl[C:2]1[N:7]=[C:6]([NH:8][CH2:9][CH2:10][NH:11][C:12](=[O:14])[CH3:13])[C:5]([N+:15]([O-])=O)=[CH:4][N:3]=1.C(N(CC)C(C)C)(C)C.[Cl:27][C:28]1[CH:29]=[C:30]([CH:33]=[CH:34][C:35]=1[Cl:36])[CH2:31][NH2:32].[O-]S(S([O-])=O)=O.[Na+].[Na+].C([O-])([O-])=O.[Na+].[Na+]. (5) The reactants are: [N:1]([C@@H:4]([CH2:16][O:17][C:18](C1C=CC=CC=1)(C1C=CC=CC=1)C1C=CC=CC=1)[C@@H:5]([C@@H:8]1[CH2:13][CH2:12][O:11]C(C)(C)[O:9]1)C=C)=[N+:2]=[N-:3]. Given the product [N:1]([C@@H:4]1[C@@H:5]2[C@@H:18]([O:11][CH2:12][CH2:13][C@@H:8]2[OH:9])[O:17][CH2:16]1)=[N+:2]=[N-:3], predict the reactants needed to synthesize it. (6) Given the product [CH3:1][C:2]1[N:3]([CH2:30][C:31]([O:33][CH2:34][CH3:35])=[O:32])[C:4]2[CH2:5][C:6]([CH3:28])([CH3:27])[CH2:7][C:8](=[O:26])[C:9]=2[C:10]=1[CH2:11][C:12]1[CH:17]=[CH:16][CH:15]=[CH:14][C:13]=1[S:18]([C:21]1[S:22][CH:23]=[CH:24][CH:25]=1)(=[O:20])=[O:19], predict the reactants needed to synthesize it. The reactants are: [CH3:1][C:2]1[NH:3][C:4]2[CH2:5][C:6]([CH3:28])([CH3:27])[CH2:7][C:8](=[O:26])[C:9]=2[C:10]=1[CH2:11][C:12]1[CH:17]=[CH:16][CH:15]=[CH:14][C:13]=1[S:18]([C:21]1[S:22][CH:23]=[CH:24][CH:25]=1)(=[O:20])=[O:19].Br[CH2:30][C:31]([O:33][CH2:34][CH3:35])=[O:32].[I-].[K+].C(=O)([O-])[O-].[K+].[K+].